Dataset: Reaction yield outcomes from USPTO patents with 853,638 reactions. Task: Predict the reaction yield, written as a fraction of the theoretical maximum amount of product (1.0 means a 100% yield; for example, 0.34 means a 34% yield). (1) The reactants are [Cl:1][C:2]1[CH:3]=[C:4]([CH:8]=[CH:9][N:10]=1)[C:5](O)=[O:6].[CH3:11][NH:12][O:13][CH3:14].C(OCC)C. The catalyst is C(Cl)Cl. The product is [Cl:1][C:2]1[CH:3]=[C:4]([CH:8]=[CH:9][N:10]=1)[C:5]([N:12]([O:13][CH3:14])[CH3:11])=[O:6]. The yield is 0.780. (2) The reactants are [Si]([O:8][C@@H:9]1[CH2:14][CH2:13][C@H:12]([O:15][C:16]2[C:21]([Cl:22])=[CH:20][C:19]([S:23]([N:26]([CH2:33][C:34]3[CH:39]=[CH:38][C:37]([O:40][CH3:41])=[CH:36][C:35]=3[O:42][CH3:43])[C:27]3[CH:32]=[CH:31][N:30]=[CH:29][N:28]=3)(=[O:25])=[O:24])=[C:18]([F:44])[CH:17]=2)[C@@H:11]([C:45]2[N:49]([CH3:50])[N:48]=[CH:47][CH:46]=2)[CH2:10]1)(C(C)(C)C)(C)C.[F-].C([N+](CCCC)(CCCC)CCCC)CCC. The yield is 0.690. The product is [Cl:22][C:21]1[C:16]([O:15][C@H:12]2[CH2:13][CH2:14][C@@H:9]([OH:8])[CH2:10][C@@H:11]2[C:45]2[N:49]([CH3:50])[N:48]=[CH:47][CH:46]=2)=[CH:17][C:18]([F:44])=[C:19]([S:23]([N:26]([CH2:33][C:34]2[CH:39]=[CH:38][C:37]([O:40][CH3:41])=[CH:36][C:35]=2[O:42][CH3:43])[C:27]2[CH:32]=[CH:31][N:30]=[CH:29][N:28]=2)(=[O:25])=[O:24])[CH:20]=1. The catalyst is C1COCC1. (3) The reactants are [Cl:1][C:2]1[CH:3]=[C:4]2[C:8](=[CH:9][CH:10]=1)[NH:7][C:6]([C:11]([N:13]1[CH2:18][CH2:17][CH:16]([C:19]3[C:24]([O:25][CH3:26])=[CH:23][CH:22]=[CH:21][C:20]=3[O:27][CH3:28])[CH2:15][CH2:14]1)=[O:12])=[CH:5]2.[H-].[Na+].Cl[CH2:32][C:33]#[N:34]. The yield is 0.180. The product is [Cl:1][C:2]1[CH:3]=[C:4]2[C:8](=[CH:9][CH:10]=1)[N:7]([CH2:32][C:33]#[N:34])[C:6]([C:11]([N:13]1[CH2:14][CH2:15][CH:16]([C:19]3[C:24]([O:25][CH3:26])=[CH:23][CH:22]=[CH:21][C:20]=3[O:27][CH3:28])[CH2:17][CH2:18]1)=[O:12])=[CH:5]2. The catalyst is CN(C=O)C. (4) The reactants are Br[C:2]1[CH:7]=[CH:6][C:5]([CH3:8])=[CH:4][C:3]=1[F:9].[CH3:10][N:11](C=O)C. The catalyst is [C-]#N.[C-]#N.[Zn+2].C1(P(C2C=CC=CC=2)[C-]2C=CC=C2)C=CC=CC=1.[C-]1(P(C2C=CC=CC=2)C2C=CC=CC=2)C=CC=C1.[Fe+2].C1C=CC(/C=C/C(/C=C/C2C=CC=CC=2)=O)=CC=1.C1C=CC(/C=C/C(/C=C/C2C=CC=CC=2)=O)=CC=1.C1C=CC(/C=C/C(/C=C/C2C=CC=CC=2)=O)=CC=1.[Pd].[Pd]. The product is [F:9][C:3]1[CH:4]=[C:5]([CH3:8])[CH:6]=[CH:7][C:2]=1[C:10]#[N:11]. The yield is 0.650.